Dataset: Forward reaction prediction with 1.9M reactions from USPTO patents (1976-2016). Task: Predict the product of the given reaction. (1) Given the reactants [Br:1][C:2]1[CH:3]=[C:4]2[C:9](=[CH:10][CH:11]=1)[C:8]([N+:12]([O-:14])=[O:13])=[C:7](OC)[CH:6]=[CH:5]2.C[N:18](C)C=O.N.O, predict the reaction product. The product is: [Br:1][C:2]1[CH:3]=[C:4]2[C:9](=[CH:10][CH:11]=1)[C:8]([N+:12]([O-:14])=[O:13])=[C:7]([NH2:18])[CH:6]=[CH:5]2. (2) The product is: [CH2:1]([N:8]1[CH2:13][CH2:12][CH:11]([NH:20][CH:17]2[CH2:19][CH2:18]2)[C:10]([CH3:16])([CH3:15])[CH2:9]1)[C:2]1[CH:7]=[CH:6][CH:5]=[CH:4][CH:3]=1. Given the reactants [CH2:1]([N:8]1[CH2:13][CH2:12][C:11](=O)[C:10]([CH3:16])([CH3:15])[CH2:9]1)[C:2]1[CH:7]=[CH:6][CH:5]=[CH:4][CH:3]=1.[CH:17]1([NH2:20])[CH2:19][CH2:18]1.C([BH3-])#N.[Na+], predict the reaction product. (3) Given the reactants [CH3:1][NH2:2].[C:3]([O:7][C:8](=[O:24])[N:9]([CH2:14][C:15]1[CH:23]=[CH:22][C:18]2[O:19][CH2:20][O:21][C:17]=2[CH:16]=1)[CH2:10][CH2:11][CH2:12]Br)([CH3:6])([CH3:5])[CH3:4], predict the reaction product. The product is: [C:3]([O:7][C:8](=[O:24])[N:9]([CH2:14][C:15]1[CH:23]=[CH:22][C:18]2[O:19][CH2:20][O:21][C:17]=2[CH:16]=1)[CH2:10][CH2:11][CH2:12][NH:2][CH3:1])([CH3:6])([CH3:5])[CH3:4]. (4) Given the reactants C[Si](C)(C)CCOC[N:7]1[C:11]([C:12]2[CH:13]=[CH:14][C:15]([O:18][C:19]3[CH:20]=[C:21]4[C:26](=[CH:27][CH:28]=3)[N:25]=[C:24]([CH:29]=O)[CH:23]=[CH:22]4)=[N:16][CH:17]=2)=[CH:10][CH:9]=[N:8]1.[CH2:33]1[NH:38][CH2:37][CH2:36][N:35]2[C:39](=[O:42])[CH2:40][CH2:41][CH:34]12.N1NC(C2C=CC(OC3C=C4C(=CC=3)N=C(CN3CCC(N5CCOC5=O)CC3)C=C4)=NC=2)=CC=1, predict the reaction product. The product is: [N:8]1[NH:7][C:11]([C:12]2[CH:13]=[CH:14][C:15]([O:18][C:19]3[CH:20]=[C:21]4[C:26](=[CH:27][CH:28]=3)[N:25]=[C:24]([CH2:29][N:38]3[CH2:37][CH2:36][N:35]5[C:39](=[O:42])[CH2:40][CH2:41][CH:34]5[CH2:33]3)[CH:23]=[CH:22]4)=[N:16][CH:17]=2)=[CH:10][CH:9]=1.